This data is from Reaction yield outcomes from USPTO patents with 853,638 reactions. The task is: Predict the reaction yield, written as a fraction of the theoretical maximum amount of product (1.0 means a 100% yield; for example, 0.34 means a 34% yield). (1) The reactants are Cl[CH2:2][Si:3]([CH3:6])([CH3:5])[CH3:4].[CH2:7]([NH2:14])[C:8]1[CH:13]=[CH:12][CH:11]=[CH:10][CH:9]=1. The catalyst is C(#N)C. The product is [CH3:4][Si:3]([CH2:2][NH:14][CH2:7][C:8]1[CH:13]=[CH:12][CH:11]=[CH:10][CH:9]=1)([CH3:6])[CH3:5]. The yield is 0.830. (2) The reactants are [OH:1][N:2]1[C:7]([CH3:9])([CH3:8])[CH2:6][CH2:5][CH2:4][C:3]1([CH3:11])[CH3:10].N(OC(C)(C)C)=O.[N+:19]([C:22]1[CH:28]=[C:27]([Cl:29])[CH:26]=[CH:25][C:23]=1N)([O-:21])=[O:20]. The catalyst is [Cu](F)F.N1C=CC=CC=1. The product is [N+:19]([C:22]1[CH:28]=[C:27]([Cl:29])[CH:26]=[CH:25][C:23]=1[O:1][N:2]1[C:7]([CH3:9])([CH3:8])[CH2:6][CH2:5][CH2:4][C:3]1([CH3:11])[CH3:10])([O-:21])=[O:20]. The yield is 0.667.